Dataset: Catalyst prediction with 721,799 reactions and 888 catalyst types from USPTO. Task: Predict which catalyst facilitates the given reaction. (1) Product: [NH2:1][C:2]1[N:7]=[C:6]([NH:8][CH2:9][CH2:10][NH:11][C:12]2[N:17]=[C:16]([C:18]3[CH:23]=[CH:22][C:21]([Cl:24])=[CH:20][C:19]=3[Cl:25])[C:15]([N:26]3[CH2:31][CH2:30][NH:29][CH2:28][CH2:27]3)=[CH:14][N:13]=2)[CH:5]=[CH:4][C:3]=1[N+:39]([O-:41])=[O:40]. Reactant: [NH2:1][C:2]1[N:7]=[C:6]([NH:8][CH2:9][CH2:10][NH:11][C:12]2[N:17]=[C:16]([C:18]3[CH:23]=[CH:22][C:21]([Cl:24])=[CH:20][C:19]=3[Cl:25])[C:15]([N:26]3[CH2:31][CH2:30][N:29](C(OC(C)(C)C)=O)[CH2:28][CH2:27]3)=[CH:14][N:13]=2)[CH:5]=[CH:4][C:3]=1[N+:39]([O-:41])=[O:40].Cl. The catalyst class is: 5. (2) Reactant: ClC(OC(Cl)C)=O.C1(C[N:15]2[CH2:20][CH:19]=[C:18]([C:21]3[CH:26]=[CH:25][C:24]([NH:27][C:28]([C:30]4[C:31]([C:36]5[CH:41]=[CH:40][C:39]([C:42]([F:45])([F:44])[F:43])=[CH:38][CH:37]=5)=[CH:32][CH:33]=[CH:34][CH:35]=4)=[O:29])=[CH:23][CH:22]=3)[CH2:17][CH2:16]2)C=CC=CC=1. Product: [NH:15]1[CH2:16][CH:17]=[C:18]([C:21]2[CH:22]=[CH:23][C:24]([NH:27][C:28]([C:30]3[C:31]([C:36]4[CH:37]=[CH:38][C:39]([C:42]([F:43])([F:44])[F:45])=[CH:40][CH:41]=4)=[CH:32][CH:33]=[CH:34][CH:35]=3)=[O:29])=[CH:25][CH:26]=2)[CH2:19][CH2:20]1. The catalyst class is: 26. (3) Reactant: [F:1][C:2]1[CH:7]=[CH:6][CH:5]=[C:4]([F:8])[C:3]=1[N:9]1[C:14]2[N:15]=[C:16](S(C)(=O)=O)[N:17]=[C:18]([C:19]3[CH:24]=[CH:23][C:22]([F:25])=[CH:21][C:20]=3[CH3:26])[C:13]=2[CH:12]=[CH:11][C:10]1=[O:31].[CH2:32]([NH2:35])[CH2:33][NH2:34]. Product: [NH2:34][CH2:33][CH2:32][NH:35][C:16]1[N:17]=[C:18]([C:19]2[CH:24]=[CH:23][C:22]([F:25])=[CH:21][C:20]=2[CH3:26])[C:13]2[CH:12]=[CH:11][C:10](=[O:31])[N:9]([C:3]3[C:2]([F:1])=[CH:7][CH:6]=[CH:5][C:4]=3[F:8])[C:14]=2[N:15]=1. The catalyst class is: 375. (4) Reactant: O[C:2]1([C:15]2[S:19][C:18]3[CH:20]=[CH:21][CH:22]=[CH:23][C:17]=3[C:16]=2[CH:24](O)[CH3:25])[CH2:7][CH2:6][N:5](C(OC(C)(C)C)=O)[CH2:4][CH2:3]1.FC(F)(F)C(O)=O.C([SiH](CC)CC)C. Product: [CH2:24]([C:16]1[C:17]2[CH:23]=[CH:22][CH:21]=[CH:20][C:18]=2[S:19][C:15]=1[C:2]1[CH2:7][CH2:6][NH:5][CH2:4][CH:3]=1)[CH3:25]. The catalyst class is: 74.